The task is: Predict the product of the given reaction.. This data is from Forward reaction prediction with 1.9M reactions from USPTO patents (1976-2016). (1) The product is: [CH:32]([O:35][C:2]1[C:7]([S:8]([CH3:11])(=[O:10])=[O:9])=[CH:6][CH:5]=[C:4]([O:35][CH:32]([CH3:34])[CH3:33])[C:3]=1[C:13]([N:15]1[CH2:20][CH2:19][N:18]([C:21]2[CH:26]=[CH:25][C:24]([S:27]([CH3:30])(=[O:29])=[O:28])=[CH:23][C:22]=2[F:31])[CH2:17][CH2:16]1)=[O:14])([CH3:34])[CH3:33]. Given the reactants F[C:2]1[C:7]([S:8]([CH3:11])(=[O:10])=[O:9])=[CH:6][CH:5]=[C:4](F)[C:3]=1[C:13]([N:15]1[CH2:20][CH2:19][N:18]([C:21]2[CH:26]=[CH:25][C:24]([S:27]([CH3:30])(=[O:29])=[O:28])=[CH:23][C:22]=2[F:31])[CH2:17][CH2:16]1)=[O:14].[CH:32]([O-:35])([CH3:34])[CH3:33].[Na+], predict the reaction product. (2) Given the reactants [N:1]([C:4]1[CH:13]=[CH:12][CH:11]=[CH:10][C:5]=1[C:6]([O:8]C)=O)=[C:2]=[S:3].C[C:15]1[N:16]=[CH:17][N:18]([CH2:20][CH2:21][CH2:22][NH2:23])[CH:19]=1, predict the reaction product. The product is: [N:18]1([CH2:20][CH2:21][CH2:22][N:23]2[C:6](=[O:8])[C:5]3[C:4](=[CH:13][CH:12]=[CH:11][CH:10]=3)[NH:1][C:2]2=[S:3])[CH:19]=[CH:15][N:16]=[CH:17]1. (3) Given the reactants [CH3:1][C:2]1([CH3:9])[C@@H:7]([OH:8])[C:5](=[O:6])[O:4][CH2:3]1.ClC(Cl)(Cl)C(=N)OCC1C=CC=CC=1.ClC(Cl)(Cl)C(=N)OCC1C=CC(OC)=CC=1.FC(F)(F)S(O)(=O)=O.CC1C=CC(S(O)(=O)=O)=CC=1.C12(CS(O)(=O)=O)C(C)(C)C(CC1)CC2=O.FC(F)(F)C(O)=O.[B-](F)(F)(F)F.C1C=CC([C+](C2C=CC=CC=2)C2C=CC=CC=2)=CC=1.Cl(OC(C1C=CC=CC=1)(C1C=CC=CC=1)C1C=CC=CC=1)(=O)(=O)=O.FC(F)(F)S(O[Si](C)(C)C)(=O)=O.[Sn], predict the reaction product. The product is: [CH3:1][C:2]1([CH3:9])[C@H:7]([OH:8])[C:5](=[O:6])[O:4][CH2:3]1. (4) The product is: [CH2:1]([O:8][C:9]([C@@H:10]([N:11]([C:12](=[O:17])[CH2:13][CH2:14][CH2:15][CH3:16])[CH2:18][C:19]1[CH:20]=[CH:21][C:22]([C:25]2[CH:30]=[CH:29][CH:28]=[CH:27][C:26]=2[C:31]2[NH:52][N:51]=[N:50][N:32]=2)=[CH:23][CH:24]=1)[CH:33]([CH3:35])[CH3:34])=[O:36])[C:2]1[CH:7]=[CH:6][CH:5]=[CH:4][CH:3]=1. Given the reactants [CH2:1]([O:8][C:9](=[O:36])[C@H:10]([CH:33]([CH3:35])[CH3:34])[N:11]([CH2:18][C:19]1[CH:24]=[CH:23][C:22]([C:25]2[CH:30]=[CH:29][CH:28]=[CH:27][C:26]=2[C:31]#[N:32])=[CH:21][CH:20]=1)[C:12](=[O:17])[CH2:13][CH2:14][CH2:15][CH3:16])[C:2]1[CH:7]=[CH:6][CH:5]=[CH:4][CH:3]=1.C([Sn]([N:50]=[N+:51]=[N-:52])(CCCC)CCCC)CCC.[OH-].[K+], predict the reaction product. (5) Given the reactants [C:1]([C:4]1[C:22](=[O:23])[C@@:8]2([CH3:24])[C:9]3[C:15]([OH:16])=[CH:14][C:13]([O:17][CH3:18])=[C:12]([C:19]([NH2:21])=[O:20])[C:10]=3[O:11][C:7]2=[CH:6][C:5]=1[OH:25])(=[O:3])[CH3:2].[CH2:26]([C:30]1[CH:31]=[C:32](C=O)[C:33]2[C:38]([CH:39]=1)=[CH:37][CH:36]=[CH:35][CH:34]=2)[CH2:27][CH2:28][CH3:29].[CH2:42]([SiH](CC)CC)C.FC(F)(F)C(O)=O, predict the reaction product. The product is: [C:1]([C:4]1[C:22](=[O:23])[C@@:8]2([CH3:24])[C:9]3[C:15]([OH:16])=[CH:14][C:13]([O:17][CH3:18])=[C:12]([C:19]([NH:21][CH2:42][C:39]4[C:38]5[C:33](=[CH:34][CH:35]=[CH:36][CH:37]=5)[CH:32]=[CH:31][C:30]=4[CH2:26][CH2:27][CH2:28][CH3:29])=[O:20])[C:10]=3[O:11][C:7]2=[CH:6][C:5]=1[OH:25])(=[O:3])[CH3:2]. (6) Given the reactants [Cl:1][C:2]1[CH:3]=[C:4]2[C:9](=[CH:10][CH:11]=1)[O:8][C:7](=[O:12])[CH:6]=[C:5]2[OH:13].N1C=CC=CC=1.[C:20]1([CH3:30])[CH:25]=[CH:24][C:23]([S:26](Cl)(=[O:28])=[O:27])=[CH:22][CH:21]=1, predict the reaction product. The product is: [Cl:1][C:2]1[CH:11]=[CH:10][C:9]2[O:8][C:7](=[O:12])[CH:6]=[C:5]([O:13][S:26]([C:23]3[CH:24]=[CH:25][C:20]([CH3:30])=[CH:21][CH:22]=3)(=[O:28])=[O:27])[C:4]=2[CH:3]=1. (7) Given the reactants [CH3:1][C:2]1[CH2:3][C:4]2[C:9]([CH:10]=1)=[CH:8][CH:7]=[CH:6][CH:5]=2.[C:11]1([CH3:17])[CH:16]=[CH:15][CH:14]=[CH:13][CH:12]=1.[CH2:18]([Li])[CH2:19][CH2:20]C.[CH3:23][Si:24]([CH3:27])(Cl)Cl, predict the reaction product. The product is: [CH3:23][Si:24]([CH3:27])([CH:18]1[C:16]2[C:11](=[CH:12][CH:13]=[CH:14][CH:15]=2)[CH:17]=[C:19]1[CH3:20])[CH:3]1[C:4]2[C:9](=[CH:8][CH:7]=[CH:6][CH:5]=2)[CH:10]=[C:2]1[CH3:1]. (8) Given the reactants Cl[C:2]1[CH:10]=CC(S(C)(=O)=O)=C[C:3]=1C(O)=O.[Cl:15][C:16]1[CH:24]=[CH:23][C:22]([S:25]([OH:27])=[O:26])=[CH:21][C:17]=1[C:18]([OH:20])=[O:19].IC(C)C, predict the reaction product. The product is: [Cl:15][C:16]1[CH:24]=[CH:23][C:22]([S:25]([CH:2]([CH3:10])[CH3:3])(=[O:27])=[O:26])=[CH:21][C:17]=1[C:18]([OH:20])=[O:19]. (9) Given the reactants F[C:2]1[CH:7]=[CH:6][C:5]([N+:8]([O-:10])=[O:9])=[C:4]([O:11][CH2:12][CH2:13][CH3:14])[CH:3]=1.[C:15]([N:18]1[CH2:23][CH2:22][NH:21][CH2:20][CH2:19]1)(=[O:17])[CH3:16].C(=O)([O-])[O-].[K+].[K+], predict the reaction product. The product is: [CH2:12]([O:11][C:4]1[CH:3]=[C:2]([N:21]2[CH2:22][CH2:23][N:18]([C:15](=[O:17])[CH3:16])[CH2:19][CH2:20]2)[CH:7]=[CH:6][C:5]=1[N+:8]([O-:10])=[O:9])[CH2:13][CH3:14].